This data is from Reaction yield outcomes from USPTO patents with 853,638 reactions. The task is: Predict the reaction yield, written as a fraction of the theoretical maximum amount of product (1.0 means a 100% yield; for example, 0.34 means a 34% yield). (1) The reactants are [F:1][C:2]([F:19])([F:18])[C:3]1[CH:4]=[C:5]([C:13]2[N:17]=[CH:16][NH:15][N:14]=2)[CH:6]=[C:7]([C:9]([F:12])([F:11])[F:10])[CH:8]=1.C1N2CCN(CC2)C1.I/[CH:29]=[CH:30]\[C:31]([O:33][CH:34]([CH3:36])[CH3:35])=[O:32]. The catalyst is CN(C=O)C. The product is [F:19][C:2]([F:1])([F:18])[C:3]1[CH:4]=[C:5]([C:13]2[N:17]=[CH:16][N:15](/[CH:29]=[CH:30]\[C:31]([O:33][CH:34]([CH3:36])[CH3:35])=[O:32])[N:14]=2)[CH:6]=[C:7]([C:9]([F:10])([F:12])[F:11])[CH:8]=1. The yield is 0.610. (2) The reactants are C(OC([NH:8][C:9]1[CH:10]=[N:11][CH:12]=[CH:13][C:14]=1B(O)O)=O)(C)(C)C.Br[C:19]1[N:23]([CH3:24])[CH:22]=[N:21][CH:20]=1.C([O-])([O-])=O.[Na+].[Na+]. The catalyst is O1CCOCC1.C1C=CC([P]([Pd]([P](C2C=CC=CC=2)(C2C=CC=CC=2)C2C=CC=CC=2)([P](C2C=CC=CC=2)(C2C=CC=CC=2)C2C=CC=CC=2)[P](C2C=CC=CC=2)(C2C=CC=CC=2)C2C=CC=CC=2)(C2C=CC=CC=2)C2C=CC=CC=2)=CC=1. The product is [CH3:24][N:23]1[C:19]([C:14]2[CH:13]=[CH:12][N:11]=[CH:10][C:9]=2[NH2:8])=[CH:20][N:21]=[CH:22]1. The yield is 0.340. (3) No catalyst specified. The product is [CH2:1]([O:3][C:4]([C:6]1[CH:10]=[C:9]([NH2:28])[N:8]([CH2:13][CH2:14][C:15]2[CH:20]=[CH:19][CH:18]=[CH:17][CH:16]=2)[N:7]=1)=[O:5])[CH3:2]. The reactants are [CH2:1]([O:3][C:4]([C:6]1(N)[CH:10]=[CH:9][NH:8][NH:7]1)=[O:5])[CH3:2].Br[CH2:13][CH2:14][C:15]1[CH:20]=[CH:19][CH:18]=[CH:17][CH:16]=1.C(=O)([O-])[O-].[Cs+].[Cs+].C[N:28](C)C=O. The yield is 0.350. (4) The reactants are [O:1]=[C:2]([C:19]1[CH:24]=[CH:23][CH:22]=[CH:21][CH:20]=1)[CH2:3][C:4](=[NH:18])[NH:5][C:6]1[CH:11]=[CH:10][C:9]([O:12][CH2:13][CH2:14][CH2:15][CH2:16][CH3:17])=[CH:8][CH:7]=1.[C:25](OC)(=[O:28])[C:26]#[CH:27]. The yield is 0.590. The product is [NH2:18][C:4]1[N:5]([C:6]2[CH:11]=[CH:10][C:9]([O:12][CH2:13][CH2:14][CH2:15][CH2:16][CH3:17])=[CH:8][CH:7]=2)[C:25](=[O:28])[CH:26]=[CH:27][C:3]=1[C:2](=[O:1])[C:19]1[CH:20]=[CH:21][CH:22]=[CH:23][CH:24]=1. The catalyst is CO. (5) The reactants are [CH3:1][O:2]/[N:3]=[C:4](/[C:15]1[CH:20]=[CH:19][CH:18]=[CH:17][CH:16]=1)\[CH2:5][O:6][C:7]1[CH:12]=[CH:11][C:10]([CH2:13][OH:14])=[CH:9][CH:8]=1.[C:21]([CH:23]([C:35]1[CH:40]=[CH:39][C:38](O)=[CH:37][CH:36]=1)[CH2:24][C:25]([O:27]CC1C=CC=CC=1)=[O:26])#[N:22]. No catalyst specified. The product is [C:21]([CH:23]([C:35]1[CH:40]=[CH:39][C:38]([O:14][CH2:13][C:10]2[CH:11]=[CH:12][C:7]([O:6][CH2:5]/[C:4](=[N:3]\[O:2][CH3:1])/[C:15]3[CH:20]=[CH:19][CH:18]=[CH:17][CH:16]=3)=[CH:8][CH:9]=2)=[CH:37][CH:36]=1)[CH2:24][C:25]([OH:27])=[O:26])#[N:22]. The yield is 0.399.